From a dataset of NCI-60 drug combinations with 297,098 pairs across 59 cell lines. Regression. Given two drug SMILES strings and cell line genomic features, predict the synergy score measuring deviation from expected non-interaction effect. (1) Drug 1: CC1=C2C(C(=O)C3(C(CC4C(C3C(C(C2(C)C)(CC1OC(=O)C(C(C5=CC=CC=C5)NC(=O)OC(C)(C)C)O)O)OC(=O)C6=CC=CC=C6)(CO4)OC(=O)C)OC)C)OC. Drug 2: C1=NC2=C(N1)C(=S)N=C(N2)N. Cell line: HCT116. Synergy scores: CSS=75.6, Synergy_ZIP=4.08, Synergy_Bliss=3.78, Synergy_Loewe=7.29, Synergy_HSA=10.1. (2) Drug 1: C1=CC(=CC=C1CCCC(=O)O)N(CCCl)CCCl. Drug 2: C1CN1P(=S)(N2CC2)N3CC3. Cell line: UACC-257. Synergy scores: CSS=-8.18, Synergy_ZIP=-4.34, Synergy_Bliss=-17.4, Synergy_Loewe=-17.3, Synergy_HSA=-16.6.